Dataset: Catalyst prediction with 721,799 reactions and 888 catalyst types from USPTO. Task: Predict which catalyst facilitates the given reaction. Reactant: [Br:1][C:2]1[CH:3]=[C:4]2[C:8](=[CH:9][CH:10]=1)[N:7]([CH2:11][CH:12]1[CH2:17][CH2:16][N:15](C(OC(C)(C)C)=O)[CH2:14][CH2:13]1)[CH:6]=[CH:5]2.Cl.CO. Product: [Br:1][C:2]1[CH:3]=[C:4]2[C:8](=[CH:9][CH:10]=1)[N:7]([CH2:11][CH:12]1[CH2:13][CH2:14][NH:15][CH2:16][CH2:17]1)[CH:6]=[CH:5]2. The catalyst class is: 346.